From a dataset of Forward reaction prediction with 1.9M reactions from USPTO patents (1976-2016). Predict the product of the given reaction. (1) Given the reactants [CH3:1][O:2][C:3]1[CH:4]=[C:5]([CH:9]([C:13]2[CH:18]=[CH:17][CH:16]=[CH:15][N:14]=2)[CH2:10][C:11]#N)[CH:6]=[CH:7][CH:8]=1.CC1C=CC(S([O-])(=O)=O)=CC=1.[CH2:30]([NH:32][CH2:33][CH2:34][NH2:35])[CH3:31], predict the reaction product. The product is: [CH2:30]([N:32]1[CH2:33][CH2:34][N:35]=[C:11]1[CH2:10][CH:9]([C:13]1[CH:18]=[CH:17][CH:16]=[CH:15][N:14]=1)[C:5]1[CH:6]=[CH:7][CH:8]=[C:3]([O:2][CH3:1])[CH:4]=1)[CH3:31]. (2) The product is: [O:13]1[C:14]2[CH:20]=[CH:19][CH:18]=[CH:17][C:15]=2[N:16]=[C:12]1[N:7]1[CH2:8][CH2:9][CH2:10][C@H:6]1[C:4]([O:3][CH3:2])=[O:5]. Given the reactants Cl.[CH3:2][O:3][C:4]([C@@H:6]1[CH2:10][CH2:9][CH2:8][NH:7]1)=[O:5].Cl[C:12]1[O:13][C:14]2[CH:20]=[CH:19][CH:18]=[CH:17][C:15]=2[N:16]=1, predict the reaction product.